Dataset: Orexin1 receptor HTS with 218,158 compounds and 233 confirmed actives. Task: Binary Classification. Given a drug SMILES string, predict its activity (active/inactive) in a high-throughput screening assay against a specified biological target. (1) The molecule is S(=O)(=O)(NCc1cccnc1)c1cc2c(cc1)cccc2. The result is 0 (inactive). (2) The compound is [O-][N+](=O)c1cc2CCN(c2cc1)Cc1c(cccc1)C. The result is 0 (inactive). (3) The compound is FC(F)Oc1c(NC(=O)c2oc3c(c2COc2ccccc2)cccc3)cccc1. The result is 0 (inactive). (4) The compound is O(CC(=O)N1CCC(CC1)C(O)=O)c1c2c(c(c(oc2cc(c1)C)=O)C)C. The result is 0 (inactive). (5) The drug is S(c1n(C(=O)Nc2ccc(cc2)C)c(nn1)N)C. The result is 0 (inactive). (6) The molecule is S(=O)(=O)(N1CCC(CC1)Cc1ccccc1)c1ccc(cc1)C(O)=O. The result is 0 (inactive). (7) The drug is S(=O)(=O)(N(CC(=O)NCc1c(cccc1)C)c1ccc(OCC)cc1)C. The result is 0 (inactive). (8) The compound is O(Cc1ccc(cc1)C(=O)N\N=C\c1cc(OC)c(OC)cc1)c1c2ncccc2ccc1. The result is 0 (inactive). (9) The compound is O=C1CC(Cc2nc(ncc12)NC(=O)c1ccccc1)c1c(OC)cc(OC)cc1. The result is 0 (inactive). (10) The drug is O=C1N(C(=O)NC(=O)C1(C=1CCCCC1)C)C. The result is 0 (inactive).